This data is from HIV replication inhibition screening data with 41,000+ compounds from the AIDS Antiviral Screen. The task is: Binary Classification. Given a drug SMILES string, predict its activity (active/inactive) in a high-throughput screening assay against a specified biological target. (1) The drug is CC(C)=C(OP1(=S)OCCN1C)C(C)(C)C(=O)N(C)C. The result is 0 (inactive). (2) The compound is Cc1ccc(C)c(NC(=O)CC2Sc3ccccc3NC2=O)c1. The result is 0 (inactive). (3) The compound is CCOc1ccccc1N=Nc1c(-c2ccccc2)nn(C(=O)CC(=O)Nc2cccc(C)c2)c1-c1ccccc1. The result is 0 (inactive). (4) The drug is CCC(C)(NC(=O)C(C)NC(=O)OC(C)(C)C)C(=O)NC(C)C(=O)NC(C)(CC)C(=O)ON=C1CCCC1. The result is 0 (inactive). (5) The drug is CCCC[Sn](CCCC)(OC(=O)c1cc(OC)c(OC)cc1OC)OC(=O)c1cc(OC)c(OC)cc1OC. The result is 0 (inactive). (6) The molecule is CC1(C)CSC(=S)N1. The result is 0 (inactive). (7) The compound is CC(=O)N(C(C)=O)n1c(Cc2ccc(Cl)cc2)n[nH]c1=O. The result is 0 (inactive).